Predict the reactants needed to synthesize the given product. From a dataset of Full USPTO retrosynthesis dataset with 1.9M reactions from patents (1976-2016). Given the product [C:6]([C:8]1[CH:9]=[C:10]([CH:16]=[CH:17][C:18]=1[CH2:1][CH:2]([CH3:4])[CH3:3])[C:11]([O:13][CH2:14][CH3:15])=[O:12])#[N:7], predict the reactants needed to synthesize it. The reactants are: [CH2:1](Br)[CH:2]([CH3:4])[CH3:3].[C:6]([C:8]1[CH:9]=[C:10]([CH:16]=[CH:17][C:18]=1O)[C:11]([O:13][CH2:14][CH3:15])=[O:12])#[N:7].C(=O)([O-])[O-].[K+].[K+].